Dataset: Full USPTO retrosynthesis dataset with 1.9M reactions from patents (1976-2016). Task: Predict the reactants needed to synthesize the given product. (1) Given the product [OH:7][NH:6][C:33](=[O:34])[C@H:15]([CH2:16][C:17]1[CH:22]=[CH:21][C:20]([C:23]2[C:28]([O:29][CH3:30])=[CH:27][CH:26]=[CH:25][C:24]=2[O:31][CH3:32])=[CH:19][CH:18]=1)[NH:14][C:12](=[O:13])[C:11]1[C:10]([Cl:9])=[CH:39][CH:38]=[CH:37][C:36]=1[Cl:40], predict the reactants needed to synthesize it. The reactants are: C([O-])(O)=O.[Na+].[NH2:6][OH:7].Cl.[Cl:9][C:10]1[CH:39]=[CH:38][CH:37]=[C:36]([Cl:40])[C:11]=1[C:12]([NH:14][C@H:15]([C:33](Cl)=[O:34])[CH2:16][C:17]1[CH:22]=[CH:21][C:20]([C:23]2[C:28]([O:29][CH3:30])=[CH:27][CH:26]=[CH:25][C:24]=2[O:31][CH3:32])=[CH:19][CH:18]=1)=[O:13]. (2) Given the product [NH2:1][C:2]1[N:11]=[C:10]([C:12]([N:14]2[CH2:15][C:16]3[C:21](=[CH:20][CH:19]=[CH:18][CH:17]=3)[CH2:22]2)=[O:13])[C:9]2[C:4](=[CH:5][CH:6]=[C:7]([C:23]3[CH:30]=[CH:29][CH:28]=[CH:27][C:24]=3[CH2:25][N:35]3[CH2:36][CH2:37][C:33]([F:38])([F:32])[CH2:34]3)[CH:8]=2)[N:3]=1, predict the reactants needed to synthesize it. The reactants are: [NH2:1][C:2]1[N:11]=[C:10]([C:12]([N:14]2[CH2:22][C:21]3[C:16](=[CH:17][CH:18]=[CH:19][CH:20]=3)[CH2:15]2)=[O:13])[C:9]2[C:4](=[CH:5][CH:6]=[C:7]([C:23]3[CH:30]=[CH:29][CH:28]=[CH:27][C:24]=3[CH:25]=O)[CH:8]=2)[N:3]=1.Cl.[F:32][C:33]1([F:38])[CH2:37][CH2:36][NH:35][CH2:34]1.C(O[BH-](OC(=O)C)OC(=O)C)(=O)C.[Na+].O.